This data is from NCI-60 drug combinations with 297,098 pairs across 59 cell lines. The task is: Regression. Given two drug SMILES strings and cell line genomic features, predict the synergy score measuring deviation from expected non-interaction effect. (1) Drug 1: C1=C(C(=O)NC(=O)N1)N(CCCl)CCCl. Drug 2: CC1=C(C=C(C=C1)NC(=O)C2=CC=C(C=C2)CN3CCN(CC3)C)NC4=NC=CC(=N4)C5=CN=CC=C5. Cell line: NCI-H522. Synergy scores: CSS=29.0, Synergy_ZIP=-3.37, Synergy_Bliss=2.90, Synergy_Loewe=-0.145, Synergy_HSA=2.67. (2) Drug 1: C1=CC(=CC=C1CCCC(=O)O)N(CCCl)CCCl. Drug 2: CC1C(C(CC(O1)OC2CC(CC3=C2C(=C4C(=C3O)C(=O)C5=C(C4=O)C(=CC=C5)OC)O)(C(=O)CO)O)N)O.Cl. Cell line: U251. Synergy scores: CSS=43.7, Synergy_ZIP=-1.47, Synergy_Bliss=-0.489, Synergy_Loewe=-12.6, Synergy_HSA=2.84. (3) Drug 1: CCCCCOC(=O)NC1=NC(=O)N(C=C1F)C2C(C(C(O2)C)O)O. Drug 2: CS(=O)(=O)CCNCC1=CC=C(O1)C2=CC3=C(C=C2)N=CN=C3NC4=CC(=C(C=C4)OCC5=CC(=CC=C5)F)Cl. Cell line: HCT-15. Synergy scores: CSS=-1.48, Synergy_ZIP=4.89, Synergy_Bliss=-1.37, Synergy_Loewe=-5.55, Synergy_HSA=-3.96. (4) Drug 1: CN(C)N=NC1=C(NC=N1)C(=O)N. Synergy scores: CSS=54.2, Synergy_ZIP=3.43, Synergy_Bliss=4.73, Synergy_Loewe=6.26, Synergy_HSA=7.70. Cell line: SF-295. Drug 2: CC1C(C(CC(O1)OC2CC(CC3=C2C(=C4C(=C3O)C(=O)C5=C(C4=O)C(=CC=C5)OC)O)(C(=O)CO)O)N)O.Cl. (5) Drug 1: CC1=C(C=C(C=C1)C(=O)NC2=CC(=CC(=C2)C(F)(F)F)N3C=C(N=C3)C)NC4=NC=CC(=N4)C5=CN=CC=C5. Drug 2: C1=CC=C(C=C1)NC(=O)CCCCCCC(=O)NO. Cell line: SR. Synergy scores: CSS=39.9, Synergy_ZIP=0.316, Synergy_Bliss=0.280, Synergy_Loewe=-29.2, Synergy_HSA=-0.405. (6) Drug 1: CC(C1=C(C=CC(=C1Cl)F)Cl)OC2=C(N=CC(=C2)C3=CN(N=C3)C4CCNCC4)N. Synergy scores: CSS=40.7, Synergy_ZIP=7.95, Synergy_Bliss=11.1, Synergy_Loewe=1.30, Synergy_HSA=9.58. Drug 2: CCN(CC)CCCC(C)NC1=C2C=C(C=CC2=NC3=C1C=CC(=C3)Cl)OC. Cell line: OVCAR-8. (7) Drug 1: C1=C(C(=O)NC(=O)N1)F. Drug 2: CS(=O)(=O)CCNCC1=CC=C(O1)C2=CC3=C(C=C2)N=CN=C3NC4=CC(=C(C=C4)OCC5=CC(=CC=C5)F)Cl. Cell line: SR. Synergy scores: CSS=37.0, Synergy_ZIP=-9.81, Synergy_Bliss=-20.1, Synergy_Loewe=-23.1, Synergy_HSA=-19.2. (8) Drug 1: C1CCC(C1)C(CC#N)N2C=C(C=N2)C3=C4C=CNC4=NC=N3. Drug 2: CC1=C(C=C(C=C1)C(=O)NC2=CC(=CC(=C2)C(F)(F)F)N3C=C(N=C3)C)NC4=NC=CC(=N4)C5=CN=CC=C5. Cell line: HOP-92. Synergy scores: CSS=5.47, Synergy_ZIP=-1.49, Synergy_Bliss=1.31, Synergy_Loewe=1.49, Synergy_HSA=1.23. (9) Drug 1: C1=NC2=C(N1)C(=S)N=CN2. Drug 2: C(CN)CNCCSP(=O)(O)O. Cell line: OVCAR-4. Synergy scores: CSS=41.7, Synergy_ZIP=0.101, Synergy_Bliss=3.27, Synergy_Loewe=-53.6, Synergy_HSA=3.27.